From a dataset of Reaction yield outcomes from USPTO patents with 853,638 reactions. Predict the reaction yield, written as a fraction of the theoretical maximum amount of product (1.0 means a 100% yield; for example, 0.34 means a 34% yield). (1) The reactants are [Cl-].O[NH3+:3].[C:4](=[O:7])([O-])[OH:5].[Na+].CS(C)=O.[Si]([O:20][CH:21]([C:23]1[CH:57]=[CH:56][C:26]([CH2:27][N:28]2[C:33](=[O:34])[C:32]([CH2:35][C:36]3[CH:41]=[CH:40][C:39]([C:42]4[C:43]([C:48]#[N:49])=[CH:44][CH:45]=[CH:46][CH:47]=4)=[CH:38][CH:37]=3)=[C:31]([CH2:50][CH2:51][CH3:52])[N:30]3[N:53]=[CH:54][N:55]=[C:29]23)=[CH:25][CH:24]=1)[CH3:22])(C(C)(C)C)(C)C. The catalyst is C(OCC)(=O)C. The product is [OH:20][CH:21]([C:23]1[CH:57]=[CH:56][C:26]([CH2:27][N:28]2[C:33](=[O:34])[C:32]([CH2:35][C:36]3[CH:41]=[CH:40][C:39]([C:42]4[CH:47]=[CH:46][CH:45]=[CH:44][C:43]=4[C:48]4[NH:49][C:4](=[O:7])[O:5][N:3]=4)=[CH:38][CH:37]=3)=[C:31]([CH2:50][CH2:51][CH3:52])[N:30]3[N:53]=[CH:54][N:55]=[C:29]23)=[CH:25][CH:24]=1)[CH3:22]. The yield is 0.560. (2) The reactants are [O:1]1[CH:5]=[CH:4][CH:3]=[C:2]1[C:6]([C:8]1[S:12][CH:11]=[C:10]([CH2:13][C:14]([O:16][CH:17]([CH3:19])[CH3:18])=[O:15])[CH:9]=1)=[O:7].[Cl:20][C:21]1[CH:26]=[CH:25][C:24](I)=[C:23]([F:28])[CH:22]=1.[F-].[K+].O. The catalyst is CS(C)=O.Cl[Pd](Cl)([P](C1C=CC=CC=1)(C1C=CC=CC=1)C1C=CC=CC=1)[P](C1C=CC=CC=1)(C1C=CC=CC=1)C1C=CC=CC=1.[N+]([O-])([O-])=O.[Ag+]. The product is [Cl:20][C:21]1[CH:26]=[CH:25][C:24]([C:11]2[S:12][C:8]([C:6]([C:2]3[O:1][CH:5]=[CH:4][CH:3]=3)=[O:7])=[CH:9][C:10]=2[CH2:13][C:14]([O:16][CH:17]([CH3:19])[CH3:18])=[O:15])=[C:23]([F:28])[CH:22]=1. The yield is 0.0100. (3) The product is [C:31]([OH:37])([C:33]([F:36])([F:35])[F:34])=[O:32].[NH:7]1[C:11]2=[N:12][CH:13]=[CH:14][C:15]([C:16]3[N:20]=[C:19]([C:21]4[CH:22]=[C:23]([CH:26]=[CH:27][CH:28]=4)[C:24]#[N:25])[O:18][N:17]=3)=[C:10]2[CH:9]=[CH:8]1. The yield is 0.00200. The reactants are C[Si](C)(C)CCOC[N:7]1[C:11]2=[N:12][CH:13]=[CH:14][C:15]([C:16]3[N:20]=[C:19]([C:21]4[CH:22]=[C:23]([CH:26]=[CH:27][CH:28]=4)[C:24]#[N:25])[O:18][N:17]=3)=[C:10]2[CH:9]=[CH:8]1.[C:31]([OH:37])([C:33]([F:36])([F:35])[F:34])=[O:32].CO. The catalyst is [OH-].[NH4+].